Dataset: Full USPTO retrosynthesis dataset with 1.9M reactions from patents (1976-2016). Task: Predict the reactants needed to synthesize the given product. (1) Given the product [C:2]([C:6]1[CH:11]=[CH:10][C:9](/[C:12](/[C:20]2[NH:21][C:22](=[O:33])[C:23]([O:26][C:27]3[CH:32]=[CH:31][CH:30]=[CH:29][CH:28]=3)=[CH:24][CH:25]=2)=[CH:13]\[C@H:14]2[CH2:15][CH2:16][C:17](=[O:19])[NH:18]2)=[CH:8][CH:7]=1)([CH3:5])([CH3:3])[CH3:4], predict the reactants needed to synthesize it. The reactants are: Br.[C:2]([C:6]1[CH:11]=[CH:10][C:9](/[C:12](/[C:20]2[CH:25]=[CH:24][C:23]([O:26][C:27]3[CH:32]=[CH:31][CH:30]=[CH:29][CH:28]=3)=[C:22]([O:33]C)[N:21]=2)=[CH:13]\[C@@H:14]2[NH:18][C:17](=[O:19])[CH2:16][CH2:15]2)=[CH:8][CH:7]=1)([CH3:5])([CH3:4])[CH3:3].C(C1C=CC(/C(/C2C=CC=C(OC)N=2)=C\[C@@H]2NC(=O)CC2)=CC=1)(C)(C)C.O. (2) Given the product [CH3:19][N:20]([CH2:28][C:29]([F:32])([F:30])[F:31])[C:21]1[N:22]=[CH:23][C:24]([NH:27][C:12]([C:10]2[N:11]=[C:7]([C:1]3[CH:2]=[CH:3][CH:4]=[CH:5][CH:6]=3)[O:8][C:9]=2[C:15]([F:18])([F:17])[F:16])=[O:14])=[CH:25][CH:26]=1, predict the reactants needed to synthesize it. The reactants are: [C:1]1([C:7]2[O:8][C:9]([C:15]([F:18])([F:17])[F:16])=[C:10]([C:12]([OH:14])=O)[N:11]=2)[CH:6]=[CH:5][CH:4]=[CH:3][CH:2]=1.[CH3:19][N:20]([CH2:28][C:29]([F:32])([F:31])[F:30])[C:21]1[CH:26]=[CH:25][C:24]([NH2:27])=[CH:23][N:22]=1. (3) Given the product [ClH:17].[NH2:13][C:4]1[CH:5]=[C:6]([CH3:12])[CH:7]=[C:8]([NH2:9])[C:3]=1[O:2][CH3:1], predict the reactants needed to synthesize it. The reactants are: [CH3:1][O:2][C:3]1[C:8]([N+:9]([O-])=O)=[CH:7][C:6]([CH3:12])=[CH:5][C:4]=1[N+:13]([O-])=O.[Sn].[ClH:17]. (4) Given the product [NH2:1][C:2]1[C:3]2[S:10][C:9]3[N:11]=[C:12]([N:18]4[CH2:23][CH2:22][CH:21]([NH:26][CH2:25][CH:28]([C:29]5[CH:9]=[CH:8][C:4]([C:35]([NH2:33])=[O:36])=[CH:3][CH:2]=5)[OH:31])[CH2:20][CH2:19]4)[CH:13]=[C:14]([CH2:15][CH2:16][CH3:17])[C:8]=3[C:4]=2[N:5]=[CH:6][N:7]=1, predict the reactants needed to synthesize it. The reactants are: [NH2:1][C:2]1[C:3]2[S:10][C:9]3[N:11]=[C:12]([N:18]4[CH2:23][CH2:22][C:21](=O)[CH2:20][CH2:19]4)[CH:13]=[C:14]([CH2:15][CH2:16][CH3:17])[C:8]=3[C:4]=2[N:5]=[CH:6][N:7]=1.[C:25]([BH3-])#[N:26].[C:28]([OH:31])(=O)[CH3:29].C[N:33]([CH:35]=[O:36])C. (5) Given the product [C:42]([O:41][C:39](=[O:40])[NH:38][C@@H:22]([CH2:21][CH2:20][CH2:19][CH2:18][NH2:17])[C:23]([N:25]([CH2:26][C:27]1[S:28][CH:29]=[CH:30][CH:31]=1)[CH2:32][C:33]1[S:34][CH:35]=[CH:36][CH:37]=1)=[O:24])([CH3:45])([CH3:43])[CH3:44], predict the reactants needed to synthesize it. The reactants are: C1C2C(COC(=O)[NH:17][CH2:18][CH2:19][CH2:20][CH2:21][C@H:22]([NH:38][C:39]([O:41][C:42]([CH3:45])([CH3:44])[CH3:43])=[O:40])[C:23]([N:25]([CH2:32][C:33]3[S:34][CH:35]=[CH:36][CH:37]=3)[CH2:26][C:27]3[S:28][CH:29]=[CH:30][CH:31]=3)=[O:24])C3C(=CC=CC=3)C=2C=CC=1.N1CCCCC1. (6) The reactants are: IC1C=[CH:9][CH:8]=[C:7]([CH3:11])[C:3]=1[C:4]([OH:6])=[O:5].C1C=CC(P(C2C=CC=CC=2)C2C=CC=CC=2)=CC=1.[CH2:42]([Sn]([CH2:42][CH2:43][CH2:44][CH3:45])([CH2:42][CH2:43][CH2:44][CH3:45])C=C)[CH2:43][CH2:44][CH3:45]. Given the product [CH3:11][C:7]1[CH:8]=[CH:9][CH:42]=[C:43]([CH:44]=[CH2:45])[C:3]=1[C:4]([OH:6])=[O:5], predict the reactants needed to synthesize it. (7) Given the product [Cl:1][C:2]1[S:6][C:5]([C:11]2[CH:16]=[CH:15][C:14]([O:17][CH:18]([CH2:24][CH2:25][C:26]3[CH2:31][CH2:30][CH2:29][CH2:28][CH:27]=3)[C:19]([O:21][CH2:22][CH3:23])=[O:20])=[CH:13][CH:12]=2)=[CH:4][CH:3]=1, predict the reactants needed to synthesize it. The reactants are: [Cl:1][C:2]1[S:6][C:5](B(O)O)=[CH:4][CH:3]=1.Br[C:11]1[CH:16]=[CH:15][C:14]([O:17][CH:18]([CH2:24][CH2:25][C:26]2[CH2:31][CH2:30][CH2:29][CH2:28][CH:27]=2)[C:19]([O:21][CH2:22][CH3:23])=[O:20])=[CH:13][CH:12]=1.C(=O)([O-])[O-].[Na+].[Na+].